Dataset: Forward reaction prediction with 1.9M reactions from USPTO patents (1976-2016). Task: Predict the product of the given reaction. Given the reactants [F:1][C:2]1[CH:7]=[CH:6][CH:5]=[C:4]([F:8])[C:3]=1[NH:9][C:10]1[C:11]([NH2:17])=[CH:12][C:13]([F:16])=[CH:14][CH:15]=1.C([O:25][CH2:26][CH3:27])(=O)C(OCC)=O.[H-].[Na+].CCO[CH2:33][CH3:34], predict the reaction product. The product is: [F:1][C:2]1[CH:7]=[CH:6][CH:5]=[C:4]([F:8])[C:3]=1[N:9]1[C:10]2[C:11](=[CH:12][C:13]([F:16])=[CH:14][CH:15]=2)[N:17]=[C:27]([N:9]2[CH2:34][CH2:33][NH:17][CH2:11][CH2:10]2)[C:26]1=[O:25].